Predict the product of the given reaction. From a dataset of Forward reaction prediction with 1.9M reactions from USPTO patents (1976-2016). Given the reactants Cl[C:2]1[CH:11]=[CH:10][C:9]2[C:4](=[CH:5][CH:6]=[C:7](Cl)[CH:8]=2)[N:3]=1.[O:13]([CH2:20][CH2:21][NH2:22])[C:14]1[CH:19]=[CH:18][CH:17]=[CH:16][CH:15]=1.[CH3:23][O:24][C:25]1[CH:32]=[CH:31][CH:30]=[CH:29][C:26]=1[CH2:27][NH2:28], predict the reaction product. The product is: [CH3:23][O:24][C:25]1[CH:32]=[CH:31][CH:30]=[CH:29][C:26]=1[CH2:27][NH:28][C:7]1[CH:8]=[C:9]2[C:4](=[CH:5][CH:6]=1)[N:3]=[C:2]([NH:22][CH2:21][CH2:20][O:13][C:14]1[CH:19]=[CH:18][CH:17]=[CH:16][CH:15]=1)[CH:11]=[CH:10]2.